From a dataset of Reaction yield outcomes from USPTO patents with 853,638 reactions. Predict the reaction yield, written as a fraction of the theoretical maximum amount of product (1.0 means a 100% yield; for example, 0.34 means a 34% yield). (1) The reactants are [Br:1][C:2]1[CH:3]=[C:4]([N:12]([CH2:19][CH:20]([F:22])[F:21])[CH:13]2[CH2:18][CH2:17][O:16][CH2:15][CH2:14]2)[C:5]([CH3:11])=[C:6]([CH:10]=1)[C:7]([OH:9])=O.CN(C(ON1N=NC2C=CC=NC1=2)=[N+](C)C)C.F[P-](F)(F)(F)(F)F.CCN(C(C)C)C(C)C.[NH2:56][CH2:57][C:58]1[C:59](=[O:66])[NH:60][C:61]([CH3:65])=[CH:62][C:63]=1[CH3:64]. The catalyst is CN(C=O)C.O.C(Cl)Cl. The product is [Br:1][C:2]1[CH:3]=[C:4]([N:12]([CH2:19][CH:20]([F:21])[F:22])[CH:13]2[CH2:18][CH2:17][O:16][CH2:15][CH2:14]2)[C:5]([CH3:11])=[C:6]([CH:10]=1)[C:7]([NH:56][CH2:57][C:58]1[C:59](=[O:66])[NH:60][C:61]([CH3:65])=[CH:62][C:63]=1[CH3:64])=[O:9]. The yield is 0.770. (2) The reactants are CO[C:3](=[O:24])[C:4]1[CH:9]=[CH:8][C:7]([O:10][CH2:11][C:12]2[C:13]([C:18]3[CH:23]=[CH:22][CH:21]=[CH:20][CH:19]=3)=[N:14][O:15][C:16]=2[CH3:17])=[N:6][CH:5]=1.[NH2:25][CH2:26][CH2:27][CH2:28][CH2:29][OH:30].N12CCCNC1=NCCC2.C(=O)(O)[O-].[Na+]. The catalyst is C1(C)C=CC=CC=1. The product is [OH:30][CH2:29][CH2:28][CH2:27][CH2:26][NH:25][C:3](=[O:24])[C:4]1[CH:9]=[CH:8][C:7]([O:10][CH2:11][C:12]2[C:13]([C:18]3[CH:19]=[CH:20][CH:21]=[CH:22][CH:23]=3)=[N:14][O:15][C:16]=2[CH3:17])=[N:6][CH:5]=1. The yield is 0.370. (3) The reactants are [CH2:1]([N:4]1[CH:8]=[CH:7][N:6]=[C:5]1[C:9]1[S:10][C:11]([Sn](CCCC)(CCCC)CCCC)=[CH:12][C:13]=1[C:14]1[CH:19]=[CH:18][C:17]([Cl:20])=[CH:16][C:15]=1[Cl:21])[CH:2]=[CH2:3].Br[C:36]1[CH:41]=[CH:40][N:39]=[C:38]([CH3:42])[CH:37]=1. The catalyst is CN(C=O)C.Cl[Pd](Cl)([P](C1C=CC=CC=1)(C1C=CC=CC=1)C1C=CC=CC=1)[P](C1C=CC=CC=1)(C1C=CC=CC=1)C1C=CC=CC=1. The product is [CH2:1]([N:4]1[CH:8]=[CH:7][N:6]=[C:5]1[C:9]1[S:10][C:11]([C:36]2[CH:41]=[CH:40][N:39]=[C:38]([CH3:42])[CH:37]=2)=[CH:12][C:13]=1[C:14]1[CH:19]=[CH:18][C:17]([Cl:20])=[CH:16][C:15]=1[Cl:21])[CH:2]=[CH2:3]. The yield is 0.670. (4) The reactants are Cl[CH:2]([C:14]1[CH:19]=[CH:18][CH:17]=[CH:16][CH:15]=1)[C:3]([C:5]1[C:13]2[C:8](=[CH:9][CH:10]=[CH:11][CH:12]=2)[NH:7][CH:6]=1)=[O:4].[CH3:20][O:21][C:22]1[CH:23]=[C:24]([CH:26]=[C:27]([C:29]([F:32])([F:31])[F:30])[CH:28]=1)[NH2:25].CCN(C(C)C)C(C)C. The catalyst is C(O)C. The product is [NH:7]1[C:8]2[C:13](=[CH:12][CH:11]=[CH:10][CH:9]=2)[C:5]([C:3](=[O:4])[CH:2]([NH:25][C:24]2[CH:26]=[C:27]([C:29]([F:31])([F:32])[F:30])[CH:28]=[C:22]([O:21][CH3:20])[CH:23]=2)[C:14]2[CH:19]=[CH:18][CH:17]=[CH:16][CH:15]=2)=[CH:6]1. The yield is 0.140. (5) The reactants are [C:1]([C:3]([C:6]1[CH:7]=[C:8]([CH:33]=[CH:34][CH:35]=1)[C:9]([NH:11][C:12]1[CH:13]=[CH:14][C:15]([CH3:32])=[C:16]([NH:18][C:19]([C:21]2[S:31][C:24]3=[N:25][C:26]([NH:29][CH3:30])=[CH:27][N:28]=[C:23]3[CH:22]=2)=[O:20])[CH:17]=1)=[O:10])([CH3:5])[CH3:4])#[N:2].Cl[C:37]1N=C2SC(C(NC3C=C(NC(=O)C4C=CC=C(C(C#N)(C)C)C=4)C=CC=3C)=O)=CC2=NC=1.CNC.C1COCC1. No catalyst specified. The product is [C:1]([C:3]([C:6]1[CH:7]=[C:8]([CH:33]=[CH:34][CH:35]=1)[C:9]([NH:11][C:12]1[CH:13]=[CH:14][C:15]([CH3:32])=[C:16]([NH:18][C:19]([C:21]2[S:31][C:24]3=[N:25][C:26]([N:29]([CH3:37])[CH3:30])=[CH:27][N:28]=[C:23]3[CH:22]=2)=[O:20])[CH:17]=1)=[O:10])([CH3:5])[CH3:4])#[N:2]. The yield is 0.0900.